From a dataset of Clinical trial toxicity outcomes and FDA approval status for drugs. Regression/Classification. Given a drug SMILES string, predict its toxicity properties. Task type varies by dataset: regression for continuous values (e.g., LD50, hERG inhibition percentage) or binary classification for toxic/non-toxic outcomes (e.g., AMES mutagenicity, cardiotoxicity, hepatotoxicity). Dataset: clintox. (1) The drug is O=[N+]([O-])O[C@H]1CO[C@H]2[C@@H]1OC[C@H]2O[N+](=O)[O-]. The result is 0 (passed clinical trial). (2) The molecule is C=C1C[C@@H]2CC[C@@]34C[C@H]5O[C@H]6[C@@H](O3)[C@H]3O[C@H](CC[C@@H]3O[C@H]6[C@H]5O4)CC(=O)C[C@H]3[C@H](C[C@H]4O[C@@H](CC[C@@H]1O2)C[C@@H](C)C4=C)O[C@H](C[C@H](O)CN)[C@@H]3OC. The result is 1 (failed clinical trial for toxicity). (3) The drug is CN/C(=C\[N+](=O)[O-])[NH2+]CCSCc1ccc(C[NH+](C)C)o1. The result is 0 (passed clinical trial).